Dataset: NCI-60 drug combinations with 297,098 pairs across 59 cell lines. Task: Regression. Given two drug SMILES strings and cell line genomic features, predict the synergy score measuring deviation from expected non-interaction effect. (1) Drug 1: C1CCC(C(C1)N)N.C(=O)(C(=O)[O-])[O-].[Pt+4]. Drug 2: COCCOC1=C(C=C2C(=C1)C(=NC=N2)NC3=CC=CC(=C3)C#C)OCCOC.Cl. Cell line: TK-10. Synergy scores: CSS=24.2, Synergy_ZIP=-5.97, Synergy_Bliss=-6.61, Synergy_Loewe=-3.27, Synergy_HSA=-0.941. (2) Drug 1: CN(CC1=CN=C2C(=N1)C(=NC(=N2)N)N)C3=CC=C(C=C3)C(=O)NC(CCC(=O)O)C(=O)O. Drug 2: C1CC(C1)(C(=O)O)C(=O)O.[NH2-].[NH2-].[Pt+2]. Cell line: TK-10. Synergy scores: CSS=35.6, Synergy_ZIP=1.08, Synergy_Bliss=-1.25, Synergy_Loewe=-28.6, Synergy_HSA=-5.55.